From a dataset of NCI-60 drug combinations with 297,098 pairs across 59 cell lines. Regression. Given two drug SMILES strings and cell line genomic features, predict the synergy score measuring deviation from expected non-interaction effect. (1) Drug 1: CCCS(=O)(=O)NC1=C(C(=C(C=C1)F)C(=O)C2=CNC3=C2C=C(C=N3)C4=CC=C(C=C4)Cl)F. Drug 2: CC1=C(C(CCC1)(C)C)C=CC(=CC=CC(=CC(=O)O)C)C. Cell line: SF-268. Synergy scores: CSS=-1.36, Synergy_ZIP=4.27, Synergy_Bliss=1.19, Synergy_Loewe=-17.7, Synergy_HSA=-5.62. (2) Drug 1: C(=O)(N)NO. Drug 2: CC(C)(C#N)C1=CC(=CC(=C1)CN2C=NC=N2)C(C)(C)C#N. Cell line: MCF7. Synergy scores: CSS=1.69, Synergy_ZIP=-2.79, Synergy_Bliss=-3.36, Synergy_Loewe=-2.74, Synergy_HSA=-2.04.